Dataset: Peptide-MHC class I binding affinity with 185,985 pairs from IEDB/IMGT. Task: Regression. Given a peptide amino acid sequence and an MHC pseudo amino acid sequence, predict their binding affinity value. This is MHC class I binding data. (1) The peptide sequence is NSPYTINCL. The MHC is Mamu-A01 with pseudo-sequence Mamu-A01. The binding affinity (normalized) is 0.802. (2) The peptide sequence is SPAIFQCSM. The MHC is HLA-C06:02 with pseudo-sequence HLA-C06:02. The binding affinity (normalized) is 0. (3) The peptide sequence is RRHWGGNVL. The MHC is HLA-A02:01 with pseudo-sequence HLA-A02:01. The binding affinity (normalized) is 0.0847. (4) The peptide sequence is LLWFLTGTF. The MHC is HLA-A32:01 with pseudo-sequence HLA-A32:01. The binding affinity (normalized) is 0.581.